From a dataset of Forward reaction prediction with 1.9M reactions from USPTO patents (1976-2016). Predict the product of the given reaction. (1) Given the reactants [I:1][C:2]1[CH:17]=[CH:16][C:5]([C:6]([NH:8][C:9]2[CH:14]=[CH:13][CH:12]=[CH:11][C:10]=2[OH:15])=O)=[CH:4][CH:3]=1.O.C1(C)C=CC(S(O)(=O)=O)=CC=1.C1(C)C=CC=CC=1, predict the reaction product. The product is: [I:1][C:2]1[CH:17]=[CH:16][C:5]([C:6]2[O:15][C:10]3[CH:11]=[CH:12][CH:13]=[CH:14][C:9]=3[N:8]=2)=[CH:4][CH:3]=1. (2) The product is: [ClH:29].[F:28][C:2]([F:1])([C:21]1[CH:26]=[CH:25][C:24]([CH3:27])=[CH:23][N:22]=1)[CH2:3][N:4]1[CH2:9][CH2:8][CH:7]([N:10]([CH3:20])[C:11]2[C:12]3[CH:19]=[CH:18][NH:17][C:13]=3[N:14]=[CH:15][N:16]=2)[CH2:6][CH2:5]1. Given the reactants [F:1][C:2]([F:28])([C:21]1[CH:26]=[CH:25][C:24]([CH3:27])=[CH:23][N:22]=1)[CH2:3][N:4]1[CH2:9][CH2:8][CH:7]([N:10]([CH3:20])[C:11]2[C:12]3[CH:19]=[CH:18][NH:17][C:13]=3[N:14]=[CH:15][N:16]=2)[CH2:6][CH2:5]1.[ClH:29], predict the reaction product. (3) Given the reactants [CH:1]1[C:14]2[C:5](=[CH:6][C:7]3[C:12]([C:13]=2[C:15]([N:17]2[CH2:22][CH2:21][CH:20]([N:23]4[CH2:34][CH2:33][CH2:32][C:25]5([N:29]=[C:28]([CH3:30])[NH:27][C:26]5=[O:31])[CH2:24]4)[CH2:19][CH2:18]2)=[O:16])=[CH:11][CH:10]=[CH:9][CH:8]=3)[CH:4]=[CH:3][CH:2]=1.[H-].[Na+].Br[CH2:38][CH2:39][O:40][Si:41]([C:44]([CH3:47])([CH3:46])[CH3:45])([CH3:43])[CH3:42], predict the reaction product. The product is: [CH:11]1[C:12]2[C:7](=[CH:6][C:5]3[C:14]([C:13]=2[C:15]([N:17]2[CH2:18][CH2:19][CH:20]([N:23]4[CH2:34][CH2:33][CH2:32][C:25]5([N:29]=[C:28]([CH3:30])[N:27]([CH2:38][CH2:39][O:40][Si:41]([C:44]([CH3:47])([CH3:46])[CH3:45])([CH3:43])[CH3:42])[C:26]5=[O:31])[CH2:24]4)[CH2:21][CH2:22]2)=[O:16])=[CH:1][CH:2]=[CH:3][CH:4]=3)[CH:8]=[CH:9][CH:10]=1. (4) Given the reactants I[C:2]1[C:3](=[O:28])[NH:4][C:5](=[O:27])[N:6]([CH2:8][CH2:9][CH2:10][N:11]2[CH2:16][C@H:15]3[C@:13]([C:17]4[CH:22]=[CH:21][C:20]([C:23]([F:26])([F:25])[F:24])=[CH:19][CH:18]=4)([CH2:14]3)[CH2:12]2)[CH:7]=1.[CH3:29][O:30][C:31]1[C:36](B(O)O)=[CH:35][CH:34]=[CH:33][N:32]=1.[F-].[K+], predict the reaction product. The product is: [CH3:29][O:30][C:31]1[C:36]([C:2]2[C:3](=[O:28])[NH:4][C:5](=[O:27])[N:6]([CH2:8][CH2:9][CH2:10][N:11]3[CH2:16][C@H:15]4[C@:13]([C:17]5[CH:22]=[CH:21][C:20]([C:23]([F:26])([F:25])[F:24])=[CH:19][CH:18]=5)([CH2:14]4)[CH2:12]3)[CH:7]=2)=[CH:35][CH:34]=[CH:33][N:32]=1. (5) Given the reactants [CH3:1][N:2]([C:10]1[N:15]=[CH:14][C:13]([C:16]2[CH:21]=[C:20]([O:22][C:23]3[CH:24]=[N:25][C:26]([NH:29][C:30]([NH:32][C:33](=[O:38])[C:34]([CH3:37])([CH3:36])[CH3:35])=[O:31])=[CH:27][CH:28]=3)[CH:19]=[CH:18][N:17]=2)=[CH:12][CH:11]=1)C(=O)OC(C)(C)C.C(O)(C(F)(F)F)=O, predict the reaction product. The product is: [CH3:1][NH:2][C:10]1[N:15]=[CH:14][C:13]([C:16]2[CH:21]=[C:20]([O:22][C:23]3[CH:28]=[CH:27][C:26]([NH:29][C:30]([NH:32][C:33](=[O:38])[C:34]([CH3:36])([CH3:35])[CH3:37])=[O:31])=[N:25][CH:24]=3)[CH:19]=[CH:18][N:17]=2)=[CH:12][CH:11]=1.